Dataset: Catalyst prediction with 721,799 reactions and 888 catalyst types from USPTO. Task: Predict which catalyst facilitates the given reaction. Reactant: [CH3:1][C:2]1[N:3]([CH2:20][CH2:21][CH2:22][CH2:23][NH:24]C(=O)OC(C)(C)C)[C:4]2[C:9]([CH3:10])=[C:8]([CH3:11])[N:7]=[C:6]([O:12][C:13]3[CH:18]=[CH:17][CH:16]=[CH:15][CH:14]=3)[C:5]=2[N:19]=1.FC(F)(F)C(O)=O.[OH-].[Na+]. Product: [CH3:1][C:2]1[N:3]([CH2:20][CH2:21][CH2:22][CH2:23][NH2:24])[C:4]2[C:9]([CH3:10])=[C:8]([CH3:11])[N:7]=[C:6]([O:12][C:13]3[CH:14]=[CH:15][CH:16]=[CH:17][CH:18]=3)[C:5]=2[N:19]=1. The catalyst class is: 4.